From a dataset of Catalyst prediction with 721,799 reactions and 888 catalyst types from USPTO. Predict which catalyst facilitates the given reaction. (1) Reactant: [NH:1](C(OCC1C=CC=CC=1)=O)[C@@H:2]([C:25]([O:27][CH2:28][CH3:29])=[O:26])[CH2:3][CH2:4][C:5]([NH:7][C@@H:8]([C:19]([O:21][CH:22]([CH3:24])[CH3:23])=[O:20])[CH2:9][C:10]1[C:18]2[C:13](=[CH:14][CH:15]=[CH:16][CH:17]=2)[NH:12][CH:11]=1)=[O:6]. Product: [NH2:1][C@@H:2]([C:25]([O:27][CH2:28][CH3:29])=[O:26])[CH2:3][CH2:4][C:5]([NH:7][C@@H:8]([C:19]([O:21][CH:22]([CH3:24])[CH3:23])=[O:20])[CH2:9][C:10]1[C:18]2[C:13](=[CH:14][CH:15]=[CH:16][CH:17]=2)[NH:12][CH:11]=1)=[O:6]. The catalyst class is: 78. (2) Reactant: [Li+].[BH4-].C([O:5][C:6](=O)[CH:7]([C:9]1[N:18]=[C:17]2[C:12]([CH2:13][CH2:14][CH2:15][N:16]2[C:19]([O:21][C:22]([CH3:25])([CH3:24])[CH3:23])=[O:20])=[CH:11][CH:10]=1)[CH3:8])C.O. Product: [OH:5][CH2:6][CH:7]([C:9]1[N:18]=[C:17]2[C:12]([CH2:13][CH2:14][CH2:15][N:16]2[C:19]([O:21][C:22]([CH3:23])([CH3:25])[CH3:24])=[O:20])=[CH:11][CH:10]=1)[CH3:8]. The catalyst class is: 1.